The task is: Predict the reactants needed to synthesize the given product.. This data is from Full USPTO retrosynthesis dataset with 1.9M reactions from patents (1976-2016). (1) Given the product [C:18]([O:17][C:15]([N:11]1[CH2:12][CH2:13][CH2:14][C@H:10]1[CH2:9][O:8][C:6]1[CH:5]=[N:4][CH:3]=[C:2]([N:34]2[CH2:35][CH2:36][CH:31]([CH2:30][CH2:29][O:28][CH2:27][C:26]3[CH:37]=[CH:38][C:23]([Cl:22])=[CH:24][CH:25]=3)[CH2:32][CH2:33]2)[CH:7]=1)=[O:16])([CH3:21])([CH3:20])[CH3:19], predict the reactants needed to synthesize it. The reactants are: Br[C:2]1[CH:3]=[N:4][CH:5]=[C:6]([O:8][CH2:9][C@H:10]2[CH2:14][CH2:13][CH2:12][N:11]2[C:15]([O:17][C:18]([CH3:21])([CH3:20])[CH3:19])=[O:16])[CH:7]=1.[Cl:22][C:23]1[CH:38]=[CH:37][C:26]([CH2:27][O:28][CH2:29][CH2:30][CH:31]2[CH2:36][CH2:35][NH:34][CH2:33][CH2:32]2)=[CH:25][CH:24]=1.CC(C)([O-])C.[Na+]. (2) Given the product [NH2:21][C:20]1[C:10]2[C:9]([C:4]3[CH:5]=[CH:6][C:7]([Cl:8])=[C:2]([Cl:1])[CH:3]=3)=[N:14][CH:13]=[N:12][C:11]=2[S:15][C:16]=1[C:17]([NH2:19])=[O:18], predict the reactants needed to synthesize it. The reactants are: [Cl:1][C:2]1[CH:3]=[C:4]([C:9]2[N:14]=[CH:13][N:12]=[C:11]([S:15][CH2:16][C:17]([NH2:19])=[O:18])[C:10]=2[C:20]#[N:21])[CH:5]=[CH:6][C:7]=1[Cl:8]. (3) Given the product [CH:26]1([NH:30][CH2:14][C:13]2[C:9]([C:7]([NH:6][CH:1]3[CH2:5][CH2:4][CH2:3][CH2:2]3)=[O:8])=[N:10][O:11][C:12]=2[C:16]2[CH:21]=[CH:20][C:19]([C:22]([F:25])([F:23])[F:24])=[CH:18][CH:17]=2)[CH2:29][CH2:28][CH2:27]1, predict the reactants needed to synthesize it. The reactants are: [CH:1]1([NH:6][C:7]([C:9]2[C:13]([CH:14]=O)=[C:12]([C:16]3[CH:21]=[CH:20][C:19]([C:22]([F:25])([F:24])[F:23])=[CH:18][CH:17]=3)[O:11][N:10]=2)=[O:8])[CH2:5][CH2:4][CH2:3][CH2:2]1.[CH:26]1([NH2:30])[CH2:29][CH2:28][CH2:27]1.C(O[BH-](OC(=O)C)OC(=O)C)(=O)C.[Na+].